From a dataset of Reaction yield outcomes from USPTO patents with 853,638 reactions. Predict the reaction yield, written as a fraction of the theoretical maximum amount of product (1.0 means a 100% yield; for example, 0.34 means a 34% yield). (1) The reactants are [Cl:1][C:2]1[CH:11]=[C:10]2[C:5]([CH2:6][CH2:7][CH2:8][C:9]2=O)=[C:4]([OH:13])[C:3]=1[F:14].C(=O)([O-])[O-].[K+].[K+].Br[CH2:22][C:23]([O:25][C:26]([CH3:29])([CH3:28])[CH3:27])=[O:24]. The catalyst is CN(C)C=O. The product is [C:26]([O:25][C:23](=[O:24])[CH2:22][O:13][C:4]1[C:5]2[CH2:6][CH2:7][CH2:8][CH2:9][C:10]=2[CH:11]=[C:2]([Cl:1])[C:3]=1[F:14])([CH3:29])([CH3:28])[CH3:27]. The yield is 0.960. (2) The reactants are [CH3:1][O:2][C:3]1[N:8]=[CH:7][C:6]([C:9]2[CH:10]=[C:11]3[C:16](=[CH:17][CH:18]=2)[N:15]=[CH:14][N:13]=[C:12]3[C:19]2[CH:20]=[C:21]([CH:25]=[CH:26][CH:27]=2)[C:22](O)=[O:23])=[CH:5][CH:4]=1.CN(C(ON1N=NC2C=CC=CC1=2)=[N+](C)C)C.F[P-](F)(F)(F)(F)F.CCN(C(C)C)C(C)C.[CH2:61]([N:63]1[CH2:68][CH2:67][NH:66][CH2:65][CH2:64]1)[CH3:62]. The catalyst is C(Cl)Cl. The product is [CH2:61]([N:63]1[CH2:68][CH2:67][N:66]([C:22]([C:21]2[CH:25]=[CH:26][CH:27]=[C:19]([C:12]3[C:11]4[C:16](=[CH:17][CH:18]=[C:9]([C:6]5[CH:7]=[N:8][C:3]([O:2][CH3:1])=[CH:4][CH:5]=5)[CH:10]=4)[N:15]=[CH:14][N:13]=3)[CH:20]=2)=[O:23])[CH2:65][CH2:64]1)[CH3:62]. The yield is 0.350. (3) The reactants are C([O-])(O)=O.[Na+].[NH2:6][C@@H:7]([C@H:11]([OH:13])[CH3:12])[C:8]([OH:10])=[O:9].[CH:14]1[CH:19]=[CH:18][C:17]([CH2:20][O:21][C:22](Cl)=[O:23])=[CH:16][CH:15]=1.Cl.C1(NC2CCCCC2)CCCCC1. The catalyst is O.CCOC(C)=O.C1(C)C=CC=CC=1.CC(OC)(C)C. The product is [CH2:20]([O:21][C:22]([NH:6][C@@H:7]([C@H:11]([OH:13])[CH3:12])[C:8]([OH:10])=[O:9])=[O:23])[C:17]1[CH:18]=[CH:19][CH:14]=[CH:15][CH:16]=1. The yield is 0.430.